Dataset: Reaction yield outcomes from USPTO patents with 853,638 reactions. Task: Predict the reaction yield, written as a fraction of the theoretical maximum amount of product (1.0 means a 100% yield; for example, 0.34 means a 34% yield). (1) The reactants are C(#N)C.C(=O)([O-])[O-].[Na+].[Na+].[NH2:10][C:11]1[CH:16]=[C:15]([NH:17][CH:18]2[CH2:23][CH2:22][N:21]([C:24]([O:26][C:27]([CH3:30])([CH3:29])[CH3:28])=[O:25])[CH2:20][CH2:19]2)[C:14](Br)=[CH:13][N:12]=1.[CH3:32][O:33][C:34]1[CH:39]=[CH:38][C:37](B(O)O)=[CH:36][CH:35]=1. The catalyst is CO.[Pd].C1(P(C2C=CC=CC=2)C2C=CC=CC=2)C=CC=CC=1.C1(P(C2C=CC=CC=2)C2C=CC=CC=2)C=CC=CC=1.C1(P(C2C=CC=CC=2)C2C=CC=CC=2)C=CC=CC=1.C1(P(C2C=CC=CC=2)C2C=CC=CC=2)C=CC=CC=1. The product is [NH2:10][C:11]1[CH:16]=[C:15]([NH:17][CH:18]2[CH2:23][CH2:22][N:21]([C:24]([O:26][C:27]([CH3:30])([CH3:29])[CH3:28])=[O:25])[CH2:20][CH2:19]2)[C:14]([C:37]2[CH:38]=[CH:39][C:34]([O:33][CH3:32])=[CH:35][CH:36]=2)=[CH:13][N:12]=1. The yield is 0.390. (2) The reactants are FC(F)(F)[C:3]1[CH:4]=[C:5]([NH:9][C:10](=[O:29])[NH:11][C:12]2[CH:17]=[CH:16][C:15]([C:18]3[S:22][C:21]([CH2:23][CH2:24][C:25]([O:27][CH3:28])=[O:26])=[N:20][CH:19]=3)=[CH:14][CH:13]=2)[CH:6]=[CH:7][CH:8]=1.N(C1CCCCC1)=C=O. No catalyst specified. The product is [CH:5]1([NH:9][C:10](=[O:29])[NH:11][C:12]2[CH:13]=[CH:14][C:15]([C:18]3[S:22][C:21]([CH2:23][CH2:24][C:25]([O:27][CH3:28])=[O:26])=[N:20][CH:19]=3)=[CH:16][CH:17]=2)[CH2:4][CH2:3][CH2:8][CH2:7][CH2:6]1. The yield is 0.630. (3) The reactants are [Cl:1][C:2]1[C:3](Cl)=[N:4][CH:5]=[C:6]([CH:10]=1)[C:7]([OH:9])=[O:8].[F:12][C:13]([F:17])([CH3:16])[CH2:14][OH:15]. No catalyst specified. The product is [Cl:1][C:2]1[C:3]([O:15][CH2:14][C:13]([F:17])([F:12])[CH3:16])=[N:4][CH:5]=[C:6]([CH:10]=1)[C:7]([OH:9])=[O:8]. The yield is 0.850. (4) The reactants are Br[C:2]1[C:22]([NH2:23])=[CH:21][C:5]2[O:6][CH2:7][CH2:8][CH:9]3[CH2:18][C:13]4([O:17][CH2:16][CH2:15][O:14]4)[CH2:12][CH2:11][C:10]3([CH2:19][CH3:20])[C:4]=2[CH:3]=1.[C:24]([O-])([O-])=O.[Cs+].[Cs+].COCCOC.CB1OB(C)OB(C)O1. The catalyst is Cl[Pd](Cl)([P](C1C=CC=CC=1)(C1C=CC=CC=1)C1C=CC=CC=1)[P](C1C=CC=CC=1)(C1C=CC=CC=1)C1C=CC=CC=1.O. The product is [CH2:19]([C:10]12[CH2:11][CH2:12][C:13]3([O:14][CH2:15][CH2:16][O:17]3)[CH2:18][CH:9]1[CH2:8][CH2:7][O:6][C:5]1[CH:21]=[C:22]([NH2:23])[C:2]([CH3:24])=[CH:3][C:4]2=1)[CH3:20]. The yield is 0.748. (5) The yield is 0.330. The product is [Cl:30][C:31]1[CH:32]=[CH:33][C:34]2[N:35]([C:37]([CH2:47][NH:48][C:49]3[N:54]=[C:53]([CH2:55][N:17]4[CH2:18][CH2:19][CH2:20][CH2:21]4)[CH:52]=[CH:51][N:50]=3)=[C:38]([C:40]3[CH:45]=[CH:44][C:43]([F:46])=[CH:42][CH:41]=3)[N:39]=2)[CH:36]=1. The reactants are C(NCC1C=CN=C(NCC2[N:17]3[CH:18]=[C:19](C)[CH:20]=[CH:21]C3=NC=2C2C=CC(F)=CC=2)N=1)C.[Cl:30][C:31]1[CH:32]=[CH:33][C:34]2[N:35]([C:37]([CH2:47][NH:48][C:49]3[N:54]=[C:53]([CH:55]=O)[CH:52]=[CH:51][N:50]=3)=[C:38]([C:40]3[CH:45]=[CH:44][C:43]([F:46])=[CH:42][CH:41]=3)[N:39]=2)[CH:36]=1.N1CCCC1. No catalyst specified.